From a dataset of Full USPTO retrosynthesis dataset with 1.9M reactions from patents (1976-2016). Predict the reactants needed to synthesize the given product. (1) Given the product [CH2:8]([O:7][C:1](=[O:6])[CH2:2][C:3]([C:29]1[C:30]2[C:25](=[CH:24][CH:23]=[CH:22][CH:21]=2)[CH:26]=[CH:27][CH:28]=1)=[O:5])[CH3:9], predict the reactants needed to synthesize it. The reactants are: [C:1]([OH:7])(=[O:6])[CH2:2][C:3]([OH:5])=O.[CH2:8]([K])[CH3:9].CCN(CC)CC.[Mg+2].[Cl-].[Cl-].[C:21]1(C(Cl)=O)[C:30]2[C:25](=[CH:26][CH:27]=[CH:28][CH:29]=2)[CH:24]=[CH:23][CH:22]=1. (2) Given the product [Cl:10][C:11]1[CH:16]=[C:15]([OH:17])[CH:14]=[CH:13][C:12]=1[C:19]1[N:23]([CH3:24])[C:22]([C:25]2([C:30]3[S:31][CH:32]=[CH:33][CH:34]=3)[CH2:29][CH2:28][CH2:27][CH2:26]2)=[N:21][N:20]=1, predict the reactants needed to synthesize it. The reactants are: C([S-])C.[Na+].CN(C=O)C.[Cl:10][C:11]1[CH:16]=[C:15]([O:17]C)[CH:14]=[CH:13][C:12]=1[C:19]1[N:23]([CH3:24])[C:22]([C:25]2([C:30]3[S:31][CH:32]=[CH:33][CH:34]=3)[CH2:29][CH2:28][CH2:27][CH2:26]2)=[N:21][N:20]=1. (3) Given the product [C:17]([C:11]1[CH:16]=[CH:15][CH:14]=[CH:13][CH:12]=1)(=[O:21])[CH:18]([CH3:20])[CH3:19], predict the reactants needed to synthesize it. The reactants are: C1(C(O)CC)C=CC=CC=1.[C:11]1([CH:17]([OH:21])[CH:18]([CH3:20])[CH3:19])[CH:16]=[CH:15][CH:14]=[CH:13][CH:12]=1.C1(C(O)CCCC)C=CC=CC=1. (4) Given the product [I:1][C:2]1[CH:3]=[N:4][N:5]([CH2:8][C:9]2[CH:13]=[C:12]([CH3:14])[O:11][N:10]=2)[CH:6]=1, predict the reactants needed to synthesize it. The reactants are: [I:1][C:2]1[CH:3]=[N:4][NH:5][CH:6]=1.Br[CH2:8][C:9]1[CH:13]=[C:12]([CH3:14])[O:11][N:10]=1.C(=O)([O-])[O-].[K+].[K+].CN(C=O)C.